This data is from M1 muscarinic receptor agonist screen with 61,833 compounds. The task is: Binary Classification. Given a drug SMILES string, predict its activity (active/inactive) in a high-throughput screening assay against a specified biological target. (1) The compound is S(CC(=O)N1CCOCC1)c1n(c(nn1)Cn1c2c(sc1=O)cccc2)c1ccccc1. The result is 0 (inactive). (2) The drug is O\C(=C1/C(N(CCN(C)C)C(=O)C1=O)c1ccc(OC)cc1)c1c(c([nH]c1C)C(OC)=O)C. The result is 0 (inactive). (3) The molecule is O=C(n1c2c(nc1CC#N)cccc2)Cc1cc(OC)c(OC)cc1. The result is 0 (inactive). (4) The compound is Oc1[nH]c2c(c1NC(=O)C)cc(OC)cc2. The result is 0 (inactive). (5) The compound is S(=O)(=O)(N(CCCCC)C(=O)NC(OCC1Oc2c(OC1)cccc2)=O)C. The result is 0 (inactive).